This data is from Full USPTO retrosynthesis dataset with 1.9M reactions from patents (1976-2016). The task is: Predict the reactants needed to synthesize the given product. (1) Given the product [S:7]1[C:11]([C@@H:12]2[CH2:14][C@H:13]2[C:15]([N:25]=[N+:26]=[N-:27])=[O:17])=[CH:10][N:9]=[CH:8]1, predict the reactants needed to synthesize it. The reactants are: ClC(OCC)=O.[S:7]1[C:11]([C@@H:12]2[CH2:14][C@H:13]2[C:15]([OH:17])=O)=[CH:10][N:9]=[CH:8]1.C(N(CC)CC)C.[N-:25]=[N+:26]=[N-:27].[Na+]. (2) Given the product [CH3:1][O:2][C:3]1[C:12]([NH:13][C:14]([N:42]2[CH2:41][CH2:40][N:39]([C:28]3[N:27]=[C:26]([N:25]([CH2:23][CH3:24])[CH2:45][C:46]([CH3:48])=[CH2:47])[N:31]=[C:30]([N:32]([CH2:37][CH3:38])[CH2:33][C:34]([CH3:36])=[CH2:35])[N:29]=3)[CH2:44][CH2:43]2)=[O:16])=[N:11][C:10]2[C:5](=[CH:6][CH:7]=[CH:8][CH:9]=2)[N:4]=1, predict the reactants needed to synthesize it. The reactants are: [CH3:1][O:2][C:3]1[C:12]([N:13](C2C=CC=CC=2)[C:14](=[O:16])[O-])=[N:11][C:10]2[C:5](=[CH:6][CH:7]=[CH:8][CH:9]=2)[N:4]=1.[CH2:23]([N:25]([CH2:45][C:46]([CH3:48])=[CH2:47])[C:26]1[N:31]=[C:30]([N:32]([CH2:37][CH3:38])[CH2:33][C:34]([CH3:36])=[CH2:35])[N:29]=[C:28]([N:39]2[CH2:44][CH2:43][NH:42][CH2:41][CH2:40]2)[N:27]=1)[CH3:24].C1CCN2C(=NCCC2)CC1. (3) Given the product [CH:10]([CH:12]1[NH:8][C@@H:3]([CH2:4][CH:5]([CH3:7])[CH3:6])[CH2:2][O:1]1)([CH3:11])[CH3:9], predict the reactants needed to synthesize it. The reactants are: [OH:1][CH2:2][C@@H:3]([NH2:8])[CH2:4][CH:5]([CH3:7])[CH3:6].[CH:9](=O)[CH:10]([CH3:12])[CH3:11]. (4) Given the product [Br:1][C:2]1[CH:3]=[C:4]2[C:9](=[CH:10][CH:11]=1)[N:8]=[C:7]([Cl:21])[N:6]=[C:5]2[C:13]1[CH:18]=[CH:17][N:16]=[CH:15][CH:14]=1, predict the reactants needed to synthesize it. The reactants are: [Br:1][C:2]1[CH:3]=[C:4]2[C:9](=[CH:10][CH:11]=1)[NH:8][C:7](=O)[N:6]=[C:5]2[C:13]1[CH:18]=[CH:17][N:16]=[CH:15][CH:14]=1.S(Cl)([Cl:21])=O.CN(C=O)C. (5) Given the product [F:35][C:32]1[CH:33]=[CH:34][C:29]([CH2:28][N:12]2[CH2:13][CH2:14][C:9]3=[N:8][N:7]([C:3]4[CH:2]=[N:1][CH:6]=[CH:5][CH:4]=4)[CH:16]=[C:10]3[C:11]2=[O:15])=[CH:30][CH:31]=1, predict the reactants needed to synthesize it. The reactants are: [N:1]1[CH:6]=[CH:5][CH:4]=[C:3]([N:7]2[CH:16]=[C:10]3[C:11](=[O:15])[NH:12][CH2:13][CH2:14][C:9]3=[N:8]2)[CH:2]=1.C[Si]([N-][Si](C)(C)C)(C)C.[Li+].Br[CH2:28][C:29]1[CH:34]=[CH:33][C:32]([F:35])=[CH:31][CH:30]=1. (6) The reactants are: [NH2:1][C:2]1[C:3]([C:13]([NH:15][NH:16][C:17](=O)[C:18]([CH3:34])([O:23][Si:24]([CH:31]([CH3:33])[CH3:32])([CH:28]([CH3:30])[CH3:29])[CH:25]([CH3:27])[CH3:26])[C:19]([F:22])([F:21])[F:20])=[O:14])=[N:4][C:5]([Br:12])=[C:6]([C:8]([F:11])([F:10])[F:9])[CH:7]=1.S(Cl)(C1C=CC(C)=CC=1)(=O)=O. Given the product [Br:12][C:5]1[N:4]=[C:3]([C:13]2[O:14][C:17]([C:18]([O:23][Si:24]([CH:25]([CH3:26])[CH3:27])([CH:28]([CH3:29])[CH3:30])[CH:31]([CH3:33])[CH3:32])([CH3:34])[C:19]([F:21])([F:22])[F:20])=[N:16][N:15]=2)[C:2]([NH2:1])=[CH:7][C:6]=1[C:8]([F:9])([F:10])[F:11], predict the reactants needed to synthesize it.